From a dataset of Forward reaction prediction with 1.9M reactions from USPTO patents (1976-2016). Predict the product of the given reaction. (1) Given the reactants [C@H:1]1([NH:10][C:11]2[CH:20]=[CH:19][C:18]3[C:13](=[CH:14][CH:15]=[C:16]([C:21]#N)[CH:17]=3)[N:12]=2)[C:9]2[C:4](=[CH:5][CH:6]=[CH:7][CH:8]=2)[CH2:3][CH2:2]1.[F:23][C:24]1[CH:29]=[CH:28][C:27]([Mg]Br)=[CH:26][CH:25]=1.Cl.[OH-:33].[Na+], predict the reaction product. The product is: [F:23][C:24]1[CH:29]=[CH:28][C:27]([C:21]([C:16]2[CH:17]=[C:18]3[C:13](=[CH:14][CH:15]=2)[N:12]=[C:11]([NH:10][C@H:1]2[C:9]4[C:4](=[CH:5][CH:6]=[CH:7][CH:8]=4)[CH2:3][CH2:2]2)[CH:20]=[CH:19]3)=[O:33])=[CH:26][CH:25]=1. (2) The product is: [CH3:17][C@@H:12]1[CH2:13][CH2:14][CH2:15][CH2:16][C@H:11]1[N:10]1[C:7]2[CH:8]=[CH:9][C:4]([C:3]([OH:2])=[O:27])=[CH:5][C:6]=2[N:18]=[C:19]1[CH2:20][C:21]1[S:25][CH:24]=[N:23][CH:22]=1. Given the reactants C[O:2][C:3](=[O:27])[C:4]1[CH:9]=[CH:8][C:7]([NH:10][C@@H:11]2[CH2:16][CH2:15][CH2:14][CH2:13][C@H:12]2[CH3:17])=[C:6]([NH:18][C:19](=O)[CH2:20][C:21]2[S:25][CH:24]=[N:23][CH:22]=2)[CH:5]=1.CO.[OH-].[Na+], predict the reaction product.